Predict the reaction yield, written as a fraction of the theoretical maximum amount of product (1.0 means a 100% yield; for example, 0.34 means a 34% yield). From a dataset of Reaction yield outcomes from USPTO patents with 853,638 reactions. (1) The reactants are [CH2:1]1[C:4]2([CH2:7][NH:6][CH2:5]2)[CH2:3][O:2]1.[Br:8][C:9]1[CH:16]=[CH:15][C:12]([CH2:13]Br)=[CH:11][CH:10]=1.C(=O)([O-])[O-].[K+].[K+]. The catalyst is C1COCC1.[I-].[Na+]. The product is [Br:8][C:9]1[CH:16]=[CH:15][C:12]([CH2:13][N:6]2[CH2:7][C:4]3([CH2:3][O:2][CH2:1]3)[CH2:5]2)=[CH:11][CH:10]=1. The yield is 0.680. (2) The product is [C:29]([C:27]1[CH:26]=[CH:25][N:24]=[C:23]([C:21]([N:19]2[CH2:18][CH2:17][C:15]3[N:16]=[C:11]([NH:10][CH:2]4[CH2:1][C:9]5[C:4](=[CH:5][CH:6]=[CH:7][CH:8]=5)[CH2:3]4)[N:12]=[CH:13][C:14]=3[CH2:20]2)=[O:22])[CH:28]=1)#[CH:30]. The reactants are [CH2:1]1[C:9]2[C:4](=[CH:5][CH:6]=[CH:7][CH:8]=2)[CH2:3][CH:2]1[NH:10][C:11]1[N:12]=[CH:13][C:14]2[CH2:20][N:19]([C:21]([C:23]3[CH:28]=[C:27]([C:29]#[C:30][Si](C)(C)C)[CH:26]=[CH:25][N:24]=3)=[O:22])[CH2:18][CH2:17][C:15]=2[N:16]=1.[F-].C([N+](CCCC)(CCCC)CCCC)CCC. The catalyst is O1CCCC1. The yield is 0.810. (3) The reactants are [C:1]([C:5]1[CH:10]=[C:9](Cl)[N:8]=[CH:7][N:6]=1)([CH3:4])([CH3:3])[CH3:2].[CH2:12]([N:14]1[C:26]2[CH:25]=[CH:24][C:23](B3OC(C)(C)C(C)(C)O3)=[CH:22][C:21]=2[C:20]2[C:15]1=[CH:16][CH:17]=[CH:18][CH:19]=2)[CH3:13].C([O-])(=O)C.[K+].C(=O)([O-])[O-].[Na+].[Na+]. The catalyst is C1C=CC([P]([Pd]([P](C2C=CC=CC=2)(C2C=CC=CC=2)C2C=CC=CC=2)([P](C2C=CC=CC=2)(C2C=CC=CC=2)C2C=CC=CC=2)[P](C2C=CC=CC=2)(C2C=CC=CC=2)C2C=CC=CC=2)(C2C=CC=CC=2)C2C=CC=CC=2)=CC=1.O.C(#N)C. The product is [C:1]([C:5]1[CH:10]=[C:9]([C:18]2[CH:17]=[CH:16][C:15]3[N:14]([CH2:12][CH3:13])[C:26]4[C:21]([C:20]=3[CH:19]=2)=[CH:22][CH:23]=[CH:24][CH:25]=4)[N:8]=[CH:7][N:6]=1)([CH3:4])([CH3:3])[CH3:2]. The yield is 0.710.